Dataset: Forward reaction prediction with 1.9M reactions from USPTO patents (1976-2016). Task: Predict the product of the given reaction. (1) Given the reactants [CH3:1][O:2][C:3](=[O:40])[N:4]([CH2:18][C:19]1[CH:24]=[C:23]([C:25]([F:28])([F:27])[F:26])[CH:22]=[CH:21][C:20]=1[C:29]1[CH:34]=[C:33]([CH:35]([CH3:37])[CH3:36])[CH:32]=[CH:31][C:30]=1[O:38][CH3:39])[CH2:5][C:6]1[CH:11]=[C:10]([C:12]([F:15])([F:14])[F:13])[CH:9]=[C:8]([S:16][CH3:17])[CH:7]=1.C1C=C(Cl)C=C(C(OO)=[O:49])C=1.OS([O-])=O.[Na+], predict the reaction product. The product is: [CH3:1][O:2][C:3](=[O:40])[N:4]([CH2:18][C:19]1[CH:24]=[C:23]([C:25]([F:28])([F:26])[F:27])[CH:22]=[CH:21][C:20]=1[C:29]1[CH:34]=[C:33]([CH:35]([CH3:37])[CH3:36])[CH:32]=[CH:31][C:30]=1[O:38][CH3:39])[CH2:5][C:6]1[CH:11]=[C:10]([C:12]([F:15])([F:14])[F:13])[CH:9]=[C:8]([S:16]([CH3:17])=[O:49])[CH:7]=1. (2) Given the reactants [C:1]1([C:15]([O-])=[C:11]([N+:12]([O-:14])=[O:13])[CH:10]=[C:6]([N+:7]([O-:9])=[O:8])[CH:5]=1)[N+:2]([O-:4])=[O:3].[NH4+:17].P([O-])([O-])(O)=O.[NH4+].[NH4+].O, predict the reaction product. The product is: [CH:5]1[C:1]([N+:2]([O-:4])=[O:3])=[C:15]([NH2:17])[C:11]([N+:12]([O-:14])=[O:13])=[CH:10][C:6]=1[N+:7]([O-:9])=[O:8]. (3) Given the reactants [F:1][C:2]1[CH:3]=[C:4]([CH:21]=[C:22]([F:24])[CH:23]=1)[O:5][C:6]1[CH:7]=[C:8]([CH:12]=[C:13]([O:15][C@@H:16]([CH3:20])[CH2:17][O:18][CH3:19])[CH:14]=1)[C:9]([OH:11])=O.[CH2:25]([O:27][C:28](=[O:37])[CH2:29][S:30][C:31]1[S:35][C:34]([NH2:36])=[N:33][CH:32]=1)[CH3:26], predict the reaction product. The product is: [CH2:25]([O:27][C:28](=[O:37])[CH2:29][S:30][C:31]1[S:35][C:34]([NH:36][C:9](=[O:11])[C:8]2[CH:12]=[C:13]([O:15][C@@H:16]([CH3:20])[CH2:17][O:18][CH3:19])[CH:14]=[C:6]([O:5][C:4]3[CH:21]=[C:22]([F:24])[CH:23]=[C:2]([F:1])[CH:3]=3)[CH:7]=2)=[N:33][CH:32]=1)[CH3:26]. (4) Given the reactants Cl[CH2:2][C:3]([NH:5][C:6]1[CH:19]=[CH:18][C:9]2[O:10][C:11]3[CH2:17][CH2:16][CH2:15][CH2:14][CH2:13][C:12]=3[C:8]=2[CH:7]=1)=[O:4].[CH3:20][NH:21][CH2:22][CH2:23][C:24]1[CH:29]=[CH:28][CH:27]=[CH:26][N:25]=1.C(=O)([O-])[O-].[Cs+].[Cs+].FC(F)(F)C(O)=O, predict the reaction product. The product is: [CH3:20][N:21]([CH2:22][CH2:23][C:24]1[CH:29]=[CH:28][CH:27]=[CH:26][N:25]=1)[CH2:2][C:3]([NH:5][C:6]1[CH:19]=[CH:18][C:9]2[O:10][C:11]3[CH2:17][CH2:16][CH2:15][CH2:14][CH2:13][C:12]=3[C:8]=2[CH:7]=1)=[O:4]. (5) The product is: [F:18][C:19]([F:32])([F:31])[S:20]([O:1][C:2]1[CH:11]=[CH:10][C:9]2[C:8](=[O:12])[CH2:7][CH2:6][CH2:5][C:4]=2[CH:3]=1)(=[O:22])=[O:21]. Given the reactants [OH:1][C:2]1[CH:3]=[C:4]2[C:9](=[CH:10][CH:11]=1)[C:8](=[O:12])[CH2:7][CH2:6][CH2:5]2.C(=O)([O-])O.[Na+].[F:18][C:19]([F:32])([F:31])[S:20](O[S:20]([C:19]([F:32])([F:31])[F:18])(=[O:22])=[O:21])(=[O:22])=[O:21], predict the reaction product. (6) Given the reactants [F:1][C:2]1[C:7]([OH:8])=[CH:6][CH:5]=[CH:4][C:3]=1[CH2:9][NH:10][C:11](=[O:19])[C:12]1[CH:17]=[CH:16][CH:15]=[N:14][C:13]=1[NH2:18].Br[CH2:21][C:22]#[CH:23].C(=O)([O-])[O-].[Cs+].[Cs+].CN(C=O)C, predict the reaction product. The product is: [F:1][C:2]1[C:7]([O:8][CH2:23][C:22]#[CH:21])=[CH:6][CH:5]=[CH:4][C:3]=1[CH2:9][NH:10][C:11](=[O:19])[C:12]1[CH:17]=[CH:16][CH:15]=[N:14][C:13]=1[NH2:18]. (7) Given the reactants [H-].[Na+].[O:3]1[CH2:6][CH:5]([OH:7])[CH2:4]1.F[C:9]1[CH:10]=[CH:11][C:12]([N+:16]([O-:18])=[O:17])=[C:13]([CH3:15])[CH:14]=1, predict the reaction product. The product is: [CH3:15][C:13]1[CH:14]=[C:9]([CH:10]=[CH:11][C:12]=1[N+:16]([O-:18])=[O:17])[O:7][CH:5]1[CH2:6][O:3][CH2:4]1. (8) The product is: [C:21]([C:18]1[CH:19]=[CH:20][C:15]([C:11]2[CH:12]=[C:13]3[C:8](=[CH:9][CH:10]=2)[N:7]([C:26]2[CH:37]=[CH:36][C:29]([O:30][C:31]([CH3:35])([CH3:34])[CH2:32][OH:33])=[CH:28][CH:27]=2)[C:6]([C:4]([OH:3])=[O:5])=[CH:14]3)=[CH:16][CH:17]=1)([CH3:23])([CH3:22])[CH3:24]. Given the reactants C([O:3][C:4]([C:6]1[NH:7][C:8]2[C:13]([CH:14]=1)=[CH:12][C:11]([C:15]1[CH:20]=[CH:19][C:18]([C:21]([CH3:24])([CH3:23])[CH3:22])=[CH:17][CH:16]=1)=[CH:10][CH:9]=2)=[O:5])C.Br[C:26]1[CH:37]=[CH:36][C:29]([O:30][C:31]([CH3:35])([CH3:34])[CH2:32][OH:33])=[CH:28][CH:27]=1, predict the reaction product. (9) Given the reactants C([O:3][C:4](=[O:41])[CH2:5][N:6]([S:28]([N:31]1[C:40]2[C:35](=[CH:36][CH:37]=[CH:38][CH:39]=2)[CH2:34][CH2:33][CH2:32]1)(=[O:30])=[O:29])[CH2:7][C:8]1[CH:13]=[CH:12][CH:11]=[C:10]([O:14][CH2:15][C:16]2[N:17]=[C:18]([C:22]3[CH:27]=[CH:26][CH:25]=[CH:24][CH:23]=3)[O:19][C:20]=2[CH3:21])[CH:9]=1)C.O.[OH-].[Li+], predict the reaction product. The product is: [N:31]1([S:28]([N:6]([CH2:5][C:4]([OH:41])=[O:3])[CH2:7][C:8]2[CH:13]=[CH:12][CH:11]=[C:10]([O:14][CH2:15][C:16]3[N:17]=[C:18]([C:22]4[CH:23]=[CH:24][CH:25]=[CH:26][CH:27]=4)[O:19][C:20]=3[CH3:21])[CH:9]=2)(=[O:29])=[O:30])[C:40]2[C:35](=[CH:36][CH:37]=[CH:38][CH:39]=2)[CH2:34][CH2:33][CH2:32]1.